This data is from Volume of distribution at steady state (VDss) regression data from Lombardo et al.. The task is: Regression/Classification. Given a drug SMILES string, predict its absorption, distribution, metabolism, or excretion properties. Task type varies by dataset: regression for continuous measurements (e.g., permeability, clearance, half-life) or binary classification for categorical outcomes (e.g., BBB penetration, CYP inhibition). For this dataset (vdss_lombardo), we predict log10(VDss) (log10 of volume of distribution in L/kg). (1) The drug is OCC[NH+]1CCN(CCCN2c3ccccc3Sc3ccc(C(F)(F)F)cc32)CC1. The log10(VDss) is 0.460. (2) The compound is CC/C=C\C/C=C\C/C=C\C/C=C\C/C=C\C/C=C\CCC(=O)OC(C(=O)OC1CC2(O)C(OC(=O)c3ccccc3)C3C4(OC(C)=O)COC4CC(O)C3(C)C(=O)C(OC(C)=O)C(=C1C)C2(C)C)C(NC(=O)c1ccccc1)c1ccccc1. The log10(VDss) is -1.15. (3) The compound is O=P([O-])([O-])C(Sc1ccc(Cl)cc1)P(=O)([O-])O. The log10(VDss) is -0.640. (4) The compound is COc1ccccc1N1CCN(CCCNc2cc(=O)n(C)c(=O)n2C)CC1. The log10(VDss) is -0.120.